Dataset: Forward reaction prediction with 1.9M reactions from USPTO patents (1976-2016). Task: Predict the product of the given reaction. (1) Given the reactants [F:1][C:2]([F:25])([F:24])[C:3]1[CH:23]=[CH:22][C:6]([O:7][C:8]2[N:13]=[CH:12][C:11]([C:14](=[O:21])[CH2:15][CH2:16][CH2:17][CH2:18][CH2:19][CH3:20])=[CH:10][CH:9]=2)=[CH:5][CH:4]=1.[BH4-].[Na+], predict the reaction product. The product is: [F:24][C:2]([F:1])([F:25])[C:3]1[CH:23]=[CH:22][C:6]([O:7][C:8]2[N:13]=[CH:12][C:11]([CH:14]([OH:21])[CH2:15][CH2:16][CH2:17][CH2:18][CH2:19][CH3:20])=[CH:10][CH:9]=2)=[CH:5][CH:4]=1. (2) Given the reactants [CH2:1]([N:3]1[CH:11]=[C:10]2[C:5]([CH:6]=[C:7]([C:13]([O:15][CH2:16][CH3:17])=[O:14])[CH:8]=[C:9]2[OH:12])=[N:4]1)[CH3:2].FC1C=CC([CH2:25][S:26]([CH2:29][C:30]2[CH:35]=CC(F)=CC=2)(=[O:28])=[O:27])=CC=1.C(=O)([O-])[O-].[Cs+].[Cs+].[C:43](=O)([O-])[O-].[K+].[K+].C(O[CH2:53][CH3:54])(=O)C, predict the reaction product. The product is: [CH2:1]([N:3]1[CH:11]=[C:10]2[C:5]([CH:6]=[C:7]([C:13]([O:15][CH2:16][CH3:17])=[O:14])[CH:8]=[C:9]2[O:12][C:54]2[CH:53]=[CH:43][C:29]([S:26]([CH3:25])(=[O:27])=[O:28])=[CH:30][CH:35]=2)=[N:4]1)[CH3:2]. (3) Given the reactants [CH3:1][N:2]1[C:10]2[C:5](=[CH:6][C:7]([C:11](=O)[C:12]([O-:14])=O)=[CH:8][CH:9]=2)[CH:4]=[N:3]1.[CH2:16]([NH2:19])[CH2:17][NH2:18].S([O-])([O-])(=O)=O.[Na+].[Na+], predict the reaction product. The product is: [CH3:1][N:2]1[C:10]2[C:5](=[CH:6][C:7]([C:11]3[C:12](=[O:14])[NH:18][CH2:17][CH2:16][N:19]=3)=[CH:8][CH:9]=2)[CH:4]=[N:3]1. (4) Given the reactants Br[C:2]1[CH:3]=[C:4]2[C:8](=[C:9]([C:11]([NH2:13])=[O:12])[CH:10]=1)[NH:7][CH:6]=[C:5]2[CH:14]1[CH2:19][CH2:18][N:17]([S:20]([CH2:23][CH3:24])(=[O:22])=[O:21])[CH2:16][CH2:15]1.[CH3:25][N:26]1[CH2:31][CH2:30][N:29]([C:32]2[CH:37]=[CH:36][C:35](B3OC(C)(C)C(C)(C)O3)=[CH:34][CH:33]=2)[C:28](=[O:47])[CH2:27]1.C(=O)([O-])[O-].[K+].[K+], predict the reaction product. The product is: [CH2:23]([S:20]([N:17]1[CH2:18][CH2:19][CH:14]([C:5]2[C:4]3[C:8](=[C:9]([C:11]([NH2:13])=[O:12])[CH:10]=[C:2]([C:35]4[CH:34]=[CH:33][C:32]([N:29]5[CH2:30][CH2:31][N:26]([CH3:25])[CH2:27][C:28]5=[O:47])=[CH:37][CH:36]=4)[CH:3]=3)[NH:7][CH:6]=2)[CH2:15][CH2:16]1)(=[O:22])=[O:21])[CH3:24]. (5) Given the reactants [C:1]([O:5][C:6]([N:8]([CH2:10][CH:11]=O)[CH3:9])=[O:7])([CH3:4])([CH3:3])[CH3:2].[CH2:13]([NH2:16])[C:14]#[CH:15].CO.[BH4-].[Na+], predict the reaction product. The product is: [C:1]([O:5][C:6]([N:8]([CH3:9])[CH2:10][CH2:11][NH:16][CH2:13][C:14]#[CH:15])=[O:7])([CH3:4])([CH3:3])[CH3:2]. (6) Given the reactants [CH3:1][O:2][C:3](=[O:26])[CH2:4][C@H:5]1[C:9]2[CH:10]=[CH:11][C:12]([O:14][C@H:15]3[C:23]4[C:18](=[C:19]([OH:25])[CH:20]=[CH:21][C:22]=4[F:24])[CH2:17][CH2:16]3)=[CH:13][C:8]=2[O:7][CH2:6]1.F[C:28]1[CH:33]=[CH:32][C:31]([C:34]([F:37])([F:36])[F:35])=[CH:30][N:29]=1, predict the reaction product. The product is: [CH3:1][O:2][C:3](=[O:26])[CH2:4][C@H:5]1[C:9]2[CH:10]=[CH:11][C:12]([O:14][C@H:15]3[C:23]4[C:18](=[C:19]([O:25][C:28]5[CH:33]=[CH:32][C:31]([C:34]([F:37])([F:36])[F:35])=[CH:30][N:29]=5)[CH:20]=[CH:21][C:22]=4[F:24])[CH2:17][CH2:16]3)=[CH:13][C:8]=2[O:7][CH2:6]1.